This data is from Catalyst prediction with 721,799 reactions and 888 catalyst types from USPTO. The task is: Predict which catalyst facilitates the given reaction. (1) Reactant: C1([Se][Cl:8])C=CC=CC=1.[CH2:9]([C:12]1([NH2:27])[CH2:16][CH2:15][C@@H:14]([C:17]([O:19][CH2:20][C:21]2[CH:26]=[CH:25][CH:24]=[CH:23][CH:22]=2)=[O:18])[CH2:13]1)[CH:10]=[CH2:11]. Product: [Cl:8][CH:10]1[CH2:9][C:12]2([CH2:16][CH2:15][C@@H:14]([C:17]([O:19][CH2:20][C:21]3[CH:26]=[CH:25][CH:24]=[CH:23][CH:22]=3)=[O:18])[CH2:13]2)[NH:27][CH2:11]1. The catalyst class is: 10. (2) Reactant: [OH-].[Na+].[OH:3][CH:4]1[CH2:9][CH2:8][N:7]([C:10]2[CH:19]=[C:18]([C:20]([NH:22][C:23]3[C:24]([CH3:34])=[C:25]([CH:30]=[CH:31][C:32]=3[CH3:33])[C:26]([O:28]C)=[O:27])=[O:21])[C:17]3[C:12](=[CH:13][CH:14]=[CH:15][CH:16]=3)[N:11]=2)[CH2:6][CH2:5]1.CO. Product: [OH:3][CH:4]1[CH2:9][CH2:8][N:7]([C:10]2[CH:19]=[C:18]([C:20]([NH:22][C:23]3[C:24]([CH3:34])=[C:25]([CH:30]=[CH:31][C:32]=3[CH3:33])[C:26]([OH:28])=[O:27])=[O:21])[C:17]3[C:12](=[CH:13][CH:14]=[CH:15][CH:16]=3)[N:11]=2)[CH2:6][CH2:5]1. The catalyst class is: 1. (3) Reactant: [F:1][C:2]1[CH:7]=[CH:6][C:5]([C:8]([F:11])([F:10])[F:9])=[CH:4][C:3]=1[N:12]=[C:13]=[O:14].[C:15]([NH:20][C:21]1[NH:22][CH:23]=[C:24]([C:29]2[CH:34]=[CH:33][C:32]([NH2:35])=[CH:31][CH:30]=2)[C:25]=1[C:26]([NH2:28])=[O:27])(=[O:19])[CH:16]([CH3:18])[CH3:17]. Product: [C:15]([NH:20][C:21]1[NH:22][CH:23]=[C:24]([C:29]2[CH:30]=[CH:31][C:32]([NH:35][C:13]([NH:12][C:3]3[CH:4]=[C:5]([C:8]([F:11])([F:10])[F:9])[CH:6]=[CH:7][C:2]=3[F:1])=[O:14])=[CH:33][CH:34]=2)[C:25]=1[C:26]([NH2:28])=[O:27])(=[O:19])[CH:16]([CH3:18])[CH3:17]. The catalyst class is: 7. (4) Reactant: C(OC([N:11]1[CH2:16][CH2:15][CH:14]([CH2:17][CH2:18][O:19][C:20]2[CH:25]=[CH:24][C:23]([F:26])=[CH:22][CH:21]=2)[CH2:13][CH2:12]1)=O)C1C=CC=CC=1.[H][H]. Product: [F:26][C:23]1[CH:22]=[CH:21][C:20]([O:19][CH2:18][CH2:17][CH:14]2[CH2:13][CH2:12][NH:11][CH2:16][CH2:15]2)=[CH:25][CH:24]=1. The catalyst class is: 129. (5) Reactant: Br[CH:2]([C:15]1[CH:20]=[CH:19][CH:18]=[CH:17][CH:16]=1)[C:3]([NH:5][C:6]1[CH:11]=[C:10]([O:12][CH3:13])[CH:9]=[CH:8][C:7]=1[OH:14])=[O:4].CN(C)C=O.C(=O)([O-])[O-].[K+].[K+]. Product: [CH3:13][O:12][C:10]1[CH:9]=[CH:8][C:7]2[O:14][CH:2]([C:15]3[CH:20]=[CH:19][CH:18]=[CH:17][CH:16]=3)[C:3](=[O:4])[NH:5][C:6]=2[CH:11]=1. The catalyst class is: 6. (6) Reactant: FC(F)(F)C(O)=O.[Cl:8][C:9]1[CH:10]=[C:11]([C:19]2[S:23][C:22]([N:24]3[C:39]([CH3:40])=[C:27]4[CH2:28][N:29](C(OC(C)(C)C)=O)[CH2:30][CH2:31][C:26]4=[N:25]3)=[N:21][N:20]=2)[CH:12]=[CH:13][C:14]=1[O:15][CH:16]([CH3:18])[CH3:17]. Product: [Cl:8][C:9]1[CH:10]=[C:11]([C:19]2[S:23][C:22]([N:24]3[C:39]([CH3:40])=[C:27]4[CH2:28][NH:29][CH2:30][CH2:31][C:26]4=[N:25]3)=[N:21][N:20]=2)[CH:12]=[CH:13][C:14]=1[O:15][CH:16]([CH3:18])[CH3:17]. The catalyst class is: 2. (7) Reactant: [Cl:1][C:2]1[CH:33]=[CH:32][C:5]([CH2:6][N:7]2[CH2:12][CH2:11][CH:10]([NH:13][CH2:14][C@H:15]([OH:31])[CH2:16][O:17][C:18]3[CH:23]=[C:22]([F:24])[CH:21]=[CH:20][C:19]=3[CH2:25][CH2:26][C:27]([O:29]C)=[O:28])[CH2:9][CH2:8]2)=[CH:4][CH:3]=1.[OH-].[Na+].[C:36]([C:40]([OH:42])=[O:41])([F:39])([F:38])[F:37]. Product: [F:37][C:36]([F:39])([F:38])[C:40]([OH:42])=[O:41].[F:37][C:36]([F:39])([F:38])[C:40]([OH:42])=[O:41].[Cl:1][C:2]1[CH:33]=[CH:32][C:5]([CH2:6][N:7]2[CH2:12][CH2:11][CH:10]([NH:13][CH2:14][C@H:15]([OH:31])[CH2:16][O:17][C:18]3[CH:23]=[C:22]([F:24])[CH:21]=[CH:20][C:19]=3[CH2:25][CH2:26][C:27]([OH:29])=[O:28])[CH2:9][CH2:8]2)=[CH:4][CH:3]=1. The catalyst class is: 1.